Dataset: Full USPTO retrosynthesis dataset with 1.9M reactions from patents (1976-2016). Task: Predict the reactants needed to synthesize the given product. (1) The reactants are: [NH2:1][C:2]1[C:11]2[C:6](=[CH:7][CH:8]=[C:9]([C:12]([OH:14])=O)[CH:10]=2)[N:5]=[C:4]([CH3:15])[CH:3]=1.C(OC([NH:23][C:24]1[CH:30]=[CH:29][C:27]([NH2:28])=[CH:26][CH:25]=1)=O)(C)(C)C.C(N(CC)CC)C.CN([P+](ON1N=NC2C=CC=CC1=2)(N(C)C)N(C)C)C.F[P-](F)(F)(F)(F)F. Given the product [NH2:1][C:2]1[C:11]2[C:6](=[CH:7][CH:8]=[C:9]([C:12]([NH:23][C:24]3[CH:30]=[CH:29][C:27]([NH2:28])=[CH:26][CH:25]=3)=[O:14])[CH:10]=2)[N:5]=[C:4]([CH3:15])[CH:3]=1, predict the reactants needed to synthesize it. (2) The reactants are: [O:1]=[C:2]1[C:10]2[C:5](=[CH:6][CH:7]=[CH:8][CH:9]=2)[C:4](=[O:11])[N:3]1[CH2:12][CH2:13][CH2:14][CH2:15][CH:16]=[O:17].[S:18]1[CH:22]=[CH:21][CH:20]=[C:19]1[Li].O1CCCC1.[Cl-].[NH4+]. Given the product [OH:17][CH:16]([C:19]1[S:18][CH:22]=[CH:21][CH:20]=1)[CH2:15][CH2:14][CH2:13][CH2:12][N:3]1[C:4](=[O:11])[C:5]2[C:10](=[CH:9][CH:8]=[CH:7][CH:6]=2)[C:2]1=[O:1], predict the reactants needed to synthesize it.